Dataset: Full USPTO retrosynthesis dataset with 1.9M reactions from patents (1976-2016). Task: Predict the reactants needed to synthesize the given product. (1) Given the product [Br:1][C:2]1[C:7]([CH3:8])=[N:6][C:5]([O:9][CH2:10][CH:11]([CH2:16][OH:15])[CH2:12][OH:13])=[N:4][C:3]=1[CH3:19], predict the reactants needed to synthesize it. The reactants are: [Br:1][C:2]1[C:3]([CH3:19])=[N:4][C:5]([O:9][CH2:10][CH:11]2[CH2:16][O:15]C(C)(C)[O:13][CH2:12]2)=[N:6][C:7]=1[CH3:8].Cl.[OH-].[Na+]. (2) Given the product [Cl:21][C:22]1[CH:23]=[C:24]([CH:28]=[CH:29][CH:30]=1)[C:25]([N:9]1[CH2:10][C:11]([CH3:13])([CH3:12])[C:5]2[CH:4]=[C:3]([C:1]#[N:2])[NH:20][C:6]=2[CH:7]([C:14]([O:16][CH:17]([CH3:18])[CH3:19])=[O:15])[CH2:8]1)=[O:26], predict the reactants needed to synthesize it. The reactants are: [C:1]([C:3]1[NH:20][C:6]2[CH:7]([C:14]([O:16][CH:17]([CH3:19])[CH3:18])=[O:15])[CH2:8][NH:9][CH2:10][C:11]([CH3:13])([CH3:12])[C:5]=2[CH:4]=1)#[N:2].[Cl:21][C:22]1[CH:23]=[C:24]([CH:28]=[CH:29][CH:30]=1)[C:25](Cl)=[O:26]. (3) Given the product [ClH:18].[CH2:1]([N:8]1[C:16]2[C:11](=[CH:12][C:13]([NH:17][C:19]3[C:28]4[C:23](=[CH:24][C:25]([F:30])=[C:26]([I:29])[CH:27]=4)[N:22]=[CH:21][N:20]=3)=[CH:14][CH:15]=2)[CH:10]=[N:9]1)[C:2]1[CH:3]=[CH:4][CH:5]=[CH:6][CH:7]=1, predict the reactants needed to synthesize it. The reactants are: [CH2:1]([N:8]1[C:16]2[C:11](=[CH:12][C:13]([NH2:17])=[CH:14][CH:15]=2)[CH:10]=[N:9]1)[C:2]1[CH:7]=[CH:6][CH:5]=[CH:4][CH:3]=1.[Cl:18][C:19]1[C:28]2[C:23](=[CH:24][C:25]([F:30])=[C:26]([I:29])[CH:27]=2)[N:22]=[CH:21][N:20]=1. (4) Given the product [OH:26][C:27]1[CH:28]=[C:29]([CH:36]=[CH:37][CH:38]=1)[O:30][CH2:31][C:32]([O:34][CH3:35])=[O:33], predict the reactants needed to synthesize it. The reactants are: [F-].C([N+](CCCC)(CCCC)CCCC)CCC.[Si]([O:26][C:27]1[CH:28]=[C:29]([CH:36]=[CH:37][CH:38]=1)[O:30][CH2:31][C:32]([O:34][CH3:35])=[O:33])(C(C)(C)C)(C)C. (5) Given the product [N:20]1[NH:21][N:22]=[N:23][C:24]=1[CH2:25][NH:26][C:17]([C@@H:9]1[CH2:10][C:11]2[C:16](=[CH:15][CH:14]=[CH:13][CH:12]=2)[N:8]1[C:6]([O:5][C:1]([CH3:2])([CH3:4])[CH3:3])=[O:7])=[O:19], predict the reactants needed to synthesize it. The reactants are: [C:1]([O:5][C:6]([N:8]1[C:16]2[C:11](=[CH:12][CH:13]=[CH:14][CH:15]=2)[CH2:10][C@H:9]1[C:17]([OH:19])=O)=[O:7])([CH3:4])([CH3:3])[CH3:2].[N:20]1[NH:21][N:22]=[N:23][C:24]=1[CH2:25][NH2:26].C(Cl)CCl.C1C=CC2N(O)N=NC=2C=1.CCN(C(C)C)C(C)C. (6) Given the product [NH2:15][CH2:14][CH2:13][CH:8]([C:4]1[CH:5]=[CH:6][CH:7]=[C:2]([Br:1])[CH:3]=1)[C:9]([O:11][CH3:12])=[O:10], predict the reactants needed to synthesize it. The reactants are: [Br:1][C:2]1[CH:3]=[C:4]([CH:8]([CH2:13][CH2:14][N+:15]([O-])=O)[C:9]([O:11][CH3:12])=[O:10])[CH:5]=[CH:6][CH:7]=1.[BH4-].[Na+]. (7) Given the product [C:1]12([NH:6][S:7]([C:10]3[CH:15]=[C:14]([C:26]4[CH:31]=[CH:30][N:29]=[C:28]([NH:32][C:33](=[O:35])[CH3:34])[CH:27]=4)[CH:13]=[N:12][C:11]=3[CH3:17])(=[O:9])=[O:8])[CH2:5][CH:3]([CH2:4]1)[CH2:2]2, predict the reactants needed to synthesize it. The reactants are: [C:1]12([NH:6][S:7]([C:10]3[C:11]([CH3:17])=[N:12][CH:13]=[C:14](Cl)[CH:15]=3)(=[O:9])=[O:8])[CH2:5][CH:3]([CH2:4]1)[CH2:2]2.CC1(C)C(C)(C)OB([C:26]2[CH:31]=[CH:30][N:29]=[C:28]([NH:32][C:33](=[O:35])[CH3:34])[CH:27]=2)O1.C1(P(C2CCCCC2)C2C=CC=CC=2C2C(C(C)C)=CC(C(C)C)=CC=2C(C)C)CCCCC1.C([O-])(=O)C.[K+].